This data is from Peptide-MHC class II binding affinity with 134,281 pairs from IEDB. The task is: Regression. Given a peptide amino acid sequence and an MHC pseudo amino acid sequence, predict their binding affinity value. This is MHC class II binding data. (1) The peptide sequence is AWEILKFLITGVFDI. The MHC is DRB1_0101 with pseudo-sequence DRB1_0101. The binding affinity (normalized) is 0.896. (2) The peptide sequence is LGPPAAEYWNSQKEV. The MHC is DRB1_0401 with pseudo-sequence DRB1_0401. The binding affinity (normalized) is 0.259. (3) The peptide sequence is QSAVVCGRRHSVRIR. The MHC is DRB1_1302 with pseudo-sequence DRB1_1302. The binding affinity (normalized) is 0.386. (4) The MHC is HLA-DQA10501-DQB10301 with pseudo-sequence HLA-DQA10501-DQB10301. The peptide sequence is IGSFFYFPSIGMQRT. The binding affinity (normalized) is 0.213. (5) The peptide sequence is DSDAASPRMAPRAPWIEQE. The MHC is HLA-DQA10501-DQB10301 with pseudo-sequence HLA-DQA10501-DQB10301. The binding affinity (normalized) is 0.294. (6) The peptide sequence is LHKLQTYPRTNTGSG. The MHC is DRB4_0101 with pseudo-sequence DRB4_0103. The binding affinity (normalized) is 0.0720. (7) The peptide sequence is KVYLAWVPAHKGIGG. The MHC is DRB4_0101 with pseudo-sequence DRB4_0103. The binding affinity (normalized) is 0.476.